Dataset: NCI-60 drug combinations with 297,098 pairs across 59 cell lines. Task: Regression. Given two drug SMILES strings and cell line genomic features, predict the synergy score measuring deviation from expected non-interaction effect. Drug 1: CC1=C(C=C(C=C1)NC(=O)C2=CC=C(C=C2)CN3CCN(CC3)C)NC4=NC=CC(=N4)C5=CN=CC=C5. Drug 2: CC(C)CN1C=NC2=C1C3=CC=CC=C3N=C2N. Cell line: MDA-MB-435. Synergy scores: CSS=-5.45, Synergy_ZIP=8.53, Synergy_Bliss=12.6, Synergy_Loewe=-0.223, Synergy_HSA=-0.207.